Dataset: Forward reaction prediction with 1.9M reactions from USPTO patents (1976-2016). Task: Predict the product of the given reaction. The product is: [Cl:1][C:2]1[N:7]=[CH:6][N:5]=[C:4]([O:8][C:9]2[CH:14]=[CH:13][C:12]([NH:15][C:29]([NH:28][C:25]3[CH:26]=[CH:27][C:22]([CH3:31])=[CH:23][CH:24]=3)=[O:30])=[CH:11][CH:10]=2)[CH:3]=1. Given the reactants [Cl:1][C:2]1[N:7]=[CH:6][N:5]=[C:4]([O:8][C:9]2[CH:14]=[CH:13][C:12]([NH2:15])=[CH:11][CH:10]=2)[CH:3]=1.N1C=CC=CC=1.[C:22]1([CH3:31])[CH:27]=[CH:26][C:25]([N:28]=[C:29]=[O:30])=[CH:24][CH:23]=1, predict the reaction product.